This data is from Peptide-MHC class I binding affinity with 185,985 pairs from IEDB/IMGT. The task is: Regression. Given a peptide amino acid sequence and an MHC pseudo amino acid sequence, predict their binding affinity value. This is MHC class I binding data. The MHC is HLA-A02:01 with pseudo-sequence HLA-A02:01. The binding affinity (normalized) is 0.578. The peptide sequence is GLAWQAASV.